Dataset: Catalyst prediction with 721,799 reactions and 888 catalyst types from USPTO. Task: Predict which catalyst facilitates the given reaction. (1) Reactant: [Br:1][C:2]1[CH:10]=[CH:9][C:8]2[C:4](=[C:5]3[NH:14][C:13]([CH:15]4[CH2:20][CH2:19][N:18](C(OC(C)(C)C)=O)[CH2:17][CH2:16]4)=[CH:12][C:11](=[O:28])[N:6]3[N:7]=2)[CH:3]=1.[ClH:29]. Product: [ClH:29].[Br:1][C:2]1[CH:10]=[CH:9][C:8]2[C:4](=[C:5]3[NH:6][C:11](=[O:28])[CH:12]=[C:13]([CH:15]4[CH2:20][CH2:19][NH:18][CH2:17][CH2:16]4)[N:14]3[N:7]=2)[CH:3]=1. The catalyst class is: 71. (2) Reactant: [NH2:1][C:2]1[S:3][C:4]([CH2:11][CH3:12])=[CH:5][C:6]=1[C:7]([O:9]C)=O.Cl[C:14](Cl)([O:16]C(=O)OC(Cl)(Cl)Cl)Cl.C(N(CC)CC)C.[CH3:32][O:33][C:34]1[N:39]=[N:38][C:37]([NH2:40])=[CH:36][CH:35]=1. Product: [CH2:11]([C:4]1[S:3][C:2]2[NH:1][C:14](=[O:16])[N:40]([C:37]3[N:38]=[N:39][C:34]([O:33][CH3:32])=[CH:35][CH:36]=3)[C:7](=[O:9])[C:6]=2[CH:5]=1)[CH3:12]. The catalyst class is: 2. (3) Reactant: [N+:1]([C:4]1[CH:9]=[CH:8][C:7]([C:10]2[NH:11][C:12]3[CH:18]=[C:17]([CH3:19])[C:16]([CH3:20])=[CH:15][C:13]=3[N:14]=2)=[CH:6][CH:5]=1)([O-])=O.NC1C=C(C)C(C)=CC=1N.[N+](C1C=CC(C(O)=O)=CC=1)([O-])=O. Product: [NH2:1][C:4]1[CH:5]=[CH:6][C:7]([C:10]2[NH:14][C:13]3[CH:15]=[C:16]([CH3:20])[C:17]([CH3:19])=[CH:18][C:12]=3[N:11]=2)=[CH:8][CH:9]=1. The catalyst class is: 265. (4) Reactant: C(NC(C)C)(C)C.[Li]CCCC.[CH3:13][CH2:14][O:15][C:16]([CH3:18])=[O:17].[CH2:19]([O:26][C:27]1[CH:32]=[CH:31][CH:30]=[C:29]([CH:33]=[CH:34][N+:35]([O-:37])=[O:36])[CH:28]=1)[C:20]1[CH:25]=[CH:24][CH:23]=[CH:22][CH:21]=1. Product: [CH2:14]([O:15][C:16](=[O:17])[CH2:18][CH:33]([C:29]1[CH:30]=[CH:31][CH:32]=[C:27]([O:26][CH2:19][C:20]2[CH:25]=[CH:24][CH:23]=[CH:22][CH:21]=2)[CH:28]=1)[CH2:34][N+:35]([O-:37])=[O:36])[CH3:13]. The catalyst class is: 1. (5) Reactant: [CH3:1][C@H:2]1[CH2:33][C:32]([CH3:34])=[CH:31][C@@H:30]([CH2:35][CH:36]=[CH2:37])[C:28](=[O:29])[CH2:27][C@H:26]([OH:38])[C@@H:25]([CH3:39])[C@@H:24](/[C:40](/[CH3:51])=[CH:41]/[C@H:42]2[CH2:47][C@@H:46]([O:48][CH3:49])[C@H:45]([OH:50])[CH2:44][CH2:43]2)[O:23][C:21](=[O:22])[C@H:20]2[N:15]([CH2:16][CH2:17][CH2:18][CH2:19]2)[C:13](=[O:14])[C:11](=[O:12])[C@:9]2([OH:52])[O:10][C@@H:5]([C@@H:6]([O:54][CH3:55])[CH2:7][C@H:8]2[CH3:53])[C@@H:4]([O:56][CH3:57])[CH2:3]1.C(OC(=O)C)(=O)C.[CH3:65][S:66]([CH3:68])=O. Product: [CH2:35]([CH:30]1[CH:31]=[C:32]([CH3:34])[CH2:33][CH:2]([CH3:1])[CH2:3][CH:4]([O:56][CH3:57])[CH:5]2[O:10][C:9]([OH:52])([CH:8]([CH3:53])[CH2:7][CH:6]2[O:54][CH3:55])[C:11](=[O:12])[C:13](=[O:14])[N:15]2[CH:20]([CH2:19][CH2:18][CH2:17][CH2:16]2)[C:21](=[O:22])[O:23][CH:24]([C:40]([CH3:51])=[CH:41][CH:42]2[CH2:43][CH2:44][CH:45]([O:50][CH2:65][S:66][CH3:68])[CH:46]([O:48][CH3:49])[CH2:47]2)[CH:25]([CH3:39])[C:26]([OH:38])=[CH:27][C:28]1=[O:29])[CH:36]=[CH2:37].[CH2:35]([CH:30]1[CH:31]=[C:32]([CH3:34])[CH2:33][CH:2]([CH3:1])[CH2:3][CH:4]([O:56][CH3:57])[CH:5]2[O:10][C:9]([OH:52])([CH:8]([CH3:53])[CH2:7][CH:6]2[O:54][CH3:55])[C:11](=[O:12])[C:13](=[O:14])[N:15]2[CH:20]([CH2:19][CH2:18][CH2:17][CH2:16]2)[C:21](=[O:22])[O:23][CH:24]([C:40]([CH3:51])=[CH:41][CH:42]2[CH2:43][CH2:44][CH:45]([OH:50])[CH:46]([O:48][CH3:49])[CH2:47]2)[CH:25]([CH3:39])[CH:26]=[CH:27][C:28]1=[O:29])[CH:36]=[CH2:37].[CH2:35]([CH:30]1[CH:31]=[C:32]([CH3:34])[CH2:33][CH:2]([CH3:1])[CH2:3][CH:4]([O:56][CH3:57])[CH:5]2[O:10][C:9]([OH:52])([CH:8]([CH3:53])[CH2:7][CH:6]2[O:54][CH3:55])[C:11](=[O:12])[C:13](=[O:14])[N:15]2[CH:20]([CH2:19][CH2:18][CH2:17][CH2:16]2)[C:21](=[O:22])[O:23][CH:24]([C:40]([CH3:51])=[CH:41][CH:42]2[CH2:43][CH2:44][CH:45]([O:50][CH2:65][S:66][CH3:68])[CH:46]([O:48][CH3:49])[CH2:47]2)[CH:25]([CH3:39])[CH:26]([OH:38])[CH2:27][C:28]1=[O:29])[CH:36]=[CH2:37]. The catalyst class is: 13. (6) Reactant: C([N:8]([C@@H:16]([CH2:22][C:23]1[CH:28]=[CH:27][CH:26]=[CH:25][CH:24]=1)[C:17](=[O:21])CC#N)CC1C=CC=CC=1)C1C=CC=CC=1.[NH2-].[Na+].[NH2-].[Na+].C(#N)C.[O:36]1CCCC1. Product: [NH2:8][C@H:16]([C:17]([OH:21])=[O:36])[CH2:22][C:23]1[CH:28]=[CH:27][CH:26]=[CH:25][CH:24]=1. The catalyst class is: 10. (7) Reactant: Cl.[F:2][C:3]([F:20])([F:19])[C:4]1[CH:9]=[CH:8][C:7]([C:10]2[O:11][C:12]3[CH2:17][CH2:16][NH:15][CH2:14][C:13]=3[N:18]=2)=[CH:6][CH:5]=1.Cl[C:22]1[C:27]([C:28]#[N:29])=[CH:26][CH:25]=[CH:24][N:23]=1.CCN(C(C)C)C(C)C. Product: [F:20][C:3]([F:2])([F:19])[C:4]1[CH:9]=[CH:8][C:7]([C:10]2[O:11][C:12]3[CH2:17][CH2:16][N:15]([C:22]4[N:23]=[CH:24][CH:25]=[CH:26][C:27]=4[C:28]#[N:29])[CH2:14][C:13]=3[N:18]=2)=[CH:6][CH:5]=1. The catalyst class is: 3.